Dataset: Catalyst prediction with 721,799 reactions and 888 catalyst types from USPTO. Task: Predict which catalyst facilitates the given reaction. (1) Reactant: [CH2:1]([N:3]1[C:15]2[C:14]3[N:13]=[CH:12][CH:11]=[CH:10][C:9]=3[CH2:8][CH2:7][C:6]=2[C:5]([C:16]([OH:18])=O)=[N:4]1)[CH3:2].C(Cl)(=O)C(Cl)=O.N1C=CC=CC=1.[CH3:31][C:32]1[N:37]=[C:36]([NH2:38])[CH:35]=[CH:34][CH:33]=1. Product: [CH2:1]([N:3]1[C:15]2[C:14]3[N:13]=[CH:12][CH:11]=[CH:10][C:9]=3[CH2:8][CH2:7][C:6]=2[C:5]([C:16]([NH:38][C:36]2[CH:35]=[CH:34][CH:33]=[C:32]([CH3:31])[N:37]=2)=[O:18])=[N:4]1)[CH3:2]. The catalyst class is: 4. (2) Reactant: [Br:1][C:2]1[CH:3]=[CH:4][C:5]([N+:24]([O-])=O)=[C:6]([NH:8][CH:9]2[CH2:14][CH2:13][N:12]([C@H:15]3[CH2:20][CH2:19][C@H:18]([O:21][CH2:22][CH3:23])[CH2:17][CH2:16]3)[CH2:11][CH2:10]2)[CH:7]=1.O.NN. Product: [Br:1][C:2]1[CH:7]=[C:6]([NH:8][CH:9]2[CH2:14][CH2:13][N:12]([C@H:15]3[CH2:20][CH2:19][C@H:18]([O:21][CH2:22][CH3:23])[CH2:17][CH2:16]3)[CH2:11][CH2:10]2)[C:5]([NH2:24])=[CH:4][CH:3]=1. The catalyst class is: 171. (3) Reactant: [NH:1]1[CH:5]=[CH:4][C:3]([C:6]([OH:8])=[O:7])=[N:2]1.C(N(C(C)C)CC)(C)C.[CH2:18]([O:20][C:21](=[O:42])[C@H:22]([CH3:41])[CH2:23][C@H:24]([N:38]=[C:39]=[O:40])[CH2:25][C:26]1[CH:31]=[CH:30][C:29]([C:32]2[CH:37]=[CH:36][CH:35]=[CH:34][CH:33]=2)=[CH:28][CH:27]=1)[CH3:19]. Product: [C:29]1([C:32]2[CH:33]=[CH:34][CH:35]=[CH:36][CH:37]=2)[CH:28]=[CH:27][C:26]([CH2:25][C@@H:24]([NH:38][C:39]([N:1]2[CH:5]=[CH:4][C:3]([C:6]([OH:8])=[O:7])=[N:2]2)=[O:40])[CH2:23][C@H:22]([C:21]([O:20][CH2:18][CH3:19])=[O:42])[CH3:41])=[CH:31][CH:30]=1. The catalyst class is: 3. (4) Reactant: [N+:1]([C:4]1[CH:5]=[C:6]2[C:11](=[CH:12][CH:13]=1)[N:10]=[CH:9][CH:8]=[CH:7]2)([O-])=O. Product: [NH2:1][C:4]1[CH:5]=[C:6]2[C:11](=[CH:12][CH:13]=1)[N:10]=[CH:9][CH:8]=[CH:7]2. The catalyst class is: 63. (5) Reactant: [CH:1]([O:4][C:5]1[CH:6]=[C:7]([CH:17]=[CH:18][C:19]=1[CH:20]=C)[C:8]([N:10]([CH:14]([CH3:16])[CH3:15])[CH:11]([CH3:13])[CH3:12])=[O:9])([CH3:3])[CH3:2].CC([OH:26])(C)C.C(Cl)(Cl)(Cl)Cl. Product: [CH:20]([C:19]1[CH:18]=[CH:17][C:7]([C:8]([N:10]([CH:11]([CH3:12])[CH3:13])[CH:14]([CH3:15])[CH3:16])=[O:9])=[CH:6][C:5]=1[O:4][CH:1]([CH3:2])[CH3:3])=[O:26]. The catalyst class is: 6. (6) Reactant: [H-].[H-].[H-].[H-].[Li+].[Al+3].C[O:8][C:9](=O)[C:10]1[CH:15]=[C:14]([C:16]#[N:17])[CH:13]=[CH:12][C:11]=1[CH2:18][N:19]([CH2:28][C:29]1[C:34]([CH:35]([CH3:37])[CH3:36])=[CH:33][CH:32]=[CH:31][N:30]=1)[CH2:20][C:21]1[C:26]([CH3:27])=[CH:25][CH:24]=[CH:23][N:22]=1.C(C(C(C([O-])=O)O)O)([O-])=O.[K+].[Na+]. Product: [NH2:17][CH2:16][C:14]1[CH:13]=[CH:12][C:11]([CH2:18][N:19]([CH2:20][C:21]2[C:26]([CH3:27])=[CH:25][CH:24]=[CH:23][N:22]=2)[CH2:28][C:29]2[C:34]([CH:35]([CH3:37])[CH3:36])=[CH:33][CH:32]=[CH:31][N:30]=2)=[C:10]([CH2:9][OH:8])[CH:15]=1. The catalyst class is: 1. (7) Reactant: Br[C:2]1[CH:3]=[CH:4][C:5]([C:8](=[O:10])[CH3:9])=[N:6][CH:7]=1.[O:11]1[CH:15]=[CH:14][C:13](B(O)O)=[CH:12]1.C([O-])([O-])=O.[Na+].[Na+]. Product: [O:11]1[CH:15]=[CH:14][C:13]([C:2]2[CH:3]=[CH:4][C:5]([C:8](=[O:10])[CH3:9])=[N:6][CH:7]=2)=[CH:12]1. The catalyst class is: 335.